From a dataset of Full USPTO retrosynthesis dataset with 1.9M reactions from patents (1976-2016). Predict the reactants needed to synthesize the given product. (1) Given the product [C:1]([NH:9][C:10]1[CH:11]=[C:12]([CH:17]2[C:26]([CH3:28])([CH3:27])[CH2:25][C:24]3[C:19](=[CH:20][CH:21]=[C:22]([C:29]([OH:31])=[O:30])[CH:23]=3)[NH:18]2)[CH:13]=[CH:14][C:15]=1[F:16])(=[O:8])[C:2]1[CH:7]=[CH:6][CH:5]=[CH:4][CH:3]=1, predict the reactants needed to synthesize it. The reactants are: [C:1]([NH:9][C:10]1[CH:11]=[C:12]([CH:17]2[C:26]([CH3:28])([CH3:27])[CH2:25][C:24]3[C:19](=[CH:20][CH:21]=[C:22]([C:29]([O:31]C)=[O:30])[CH:23]=3)[NH:18]2)[CH:13]=[CH:14][C:15]=1[F:16])(=[O:8])[C:2]1[CH:7]=[CH:6][CH:5]=[CH:4][CH:3]=1.[OH-].[Na+]. (2) Given the product [NH2:31][C:29]1[CH:28]=[CH:27][C:3]([O:4][C:5]2[CH:10]=[CH:9][N:8]=[C:7]3[CH:11]=[C:12]([C:14]4[CH:15]=[CH:16][C:17]([C:20]([N:22]5[CH2:26][CH2:25][CH2:24][CH2:23]5)=[O:21])=[CH:18][CH:19]=4)[S:13][C:6]=23)=[C:2]([F:1])[CH:30]=1, predict the reactants needed to synthesize it. The reactants are: [F:1][C:2]1[CH:30]=[C:29]([N+:31]([O-])=O)[CH:28]=[CH:27][C:3]=1[O:4][C:5]1[CH:10]=[CH:9][N:8]=[C:7]2[CH:11]=[C:12]([C:14]3[CH:19]=[CH:18][C:17]([C:20]([N:22]4[CH2:26][CH2:25][CH2:24][CH2:23]4)=[O:21])=[CH:16][CH:15]=3)[S:13][C:6]=12.[NH4+].[Cl-]. (3) Given the product [C:1]([O:5][C:6]([NH:8][CH2:9][C:10]1[CH:31]=[CH:30][C:13]2[N:14]([CH2:19][CH2:20][CH2:21][CH2:22][O:23][C:24](=[O:29])[C:25]([CH3:28])([CH3:27])[CH3:26])[C:15]([CH2:17][Cl:34])=[N:16][C:12]=2[CH:11]=1)=[O:7])([CH3:4])([CH3:3])[CH3:2], predict the reactants needed to synthesize it. The reactants are: [C:1]([O:5][C:6]([NH:8][CH2:9][C:10]1[CH:31]=[CH:30][C:13]2[N:14]([CH2:19][CH2:20][CH2:21][CH2:22][O:23][C:24](=[O:29])[C:25]([CH3:28])([CH3:27])[CH3:26])[C:15]([CH2:17]O)=[N:16][C:12]=2[CH:11]=1)=[O:7])([CH3:4])([CH3:3])[CH3:2].S(Cl)([Cl:34])=O. (4) Given the product [Br:1][C:2]1[CH:10]=[CH:9][C:5]([C:6]([NH:16][CH2:15][CH2:14][N:13]([CH3:17])[CH3:12])=[O:8])=[CH:4][C:3]=1[CH3:11], predict the reactants needed to synthesize it. The reactants are: [Br:1][C:2]1[CH:10]=[CH:9][C:5]([C:6]([OH:8])=O)=[CH:4][C:3]=1[CH3:11].[CH3:12][N:13]([CH3:17])[CH2:14][CH2:15][NH2:16].Cl.C(N=C=NCCCN(C)C)C.